The task is: Predict which catalyst facilitates the given reaction.. This data is from Catalyst prediction with 721,799 reactions and 888 catalyst types from USPTO. (1) Reactant: [Br:1][C:2]1[CH:3]=[CH:4][C:5]([CH:9]=O)=[N:6][C:7]=1[CH3:8].[N:11]1([C:17]([O:19][C:20]([CH3:23])([CH3:22])[CH3:21])=[O:18])[CH2:16][CH2:15][NH:14][CH2:13][CH2:12]1.ClCCCl.C(O[BH-](OC(=O)C)OC(=O)C)(=O)C.[Na+]. Product: [Br:1][C:2]1[CH:3]=[CH:4][C:5]([CH2:9][N:14]2[CH2:13][CH2:12][N:11]([C:17]([O:19][C:20]([CH3:23])([CH3:22])[CH3:21])=[O:18])[CH2:16][CH2:15]2)=[N:6][C:7]=1[CH3:8]. The catalyst class is: 6. (2) Reactant: [I:1][Si](C)(C)C.[Br:6][C:7]1[CH:8]=[C:9]2[C:14]([NH:15][C@@H:16]3[CH2:20][N:19](C(OCC4C=CC=CC=4)=O)[CH2:18][C@@:17]3([F:32])[CH3:31])=[C:13]([C:33](=[O:35])[NH2:34])[CH:12]=[N:11][N:10]2[CH:36]=1. Product: [IH:1].[Br:6][C:7]1[CH:8]=[C:9]2[C:14]([NH:15][C@H:16]3[C@:17]([F:32])([CH3:31])[CH2:18][NH:19][CH2:20]3)=[C:13]([C:33]([NH2:34])=[O:35])[CH:12]=[N:11][N:10]2[CH:36]=1. The catalyst class is: 10. (3) Reactant: [NH2:1][C:2]1[C:15]2[C:6](=[CH:7][C:8]3[C:9]4[C:14]=2[C:13](=[O:16])[N:12]([CH2:17][CH2:18][N:19]([CH3:21])[CH3:20])[C:11](=[O:22])[C:10]=4[CH:23]=[CH:24][CH:25]=3)[CH:5]=[CH:4][CH:3]=1.[CH3:26][O:27][CH2:28][CH2:29][N:30]=[C:31]=[S:32]. Product: [CH3:21][N:19]([CH3:20])[CH2:18][CH2:17][N:12]1[C:11](=[O:22])[C:10]2[CH:23]=[CH:24][CH:25]=[C:8]3[C:9]=2[C:14](=[C:15]2[C:2]([NH:1][C:31]([NH:30][CH2:29][CH2:28][O:27][CH3:26])=[S:32])=[CH:3][CH:4]=[CH:5][C:6]2=[CH:7]3)[C:13]1=[O:16]. The catalyst class is: 10.